Dataset: Forward reaction prediction with 1.9M reactions from USPTO patents (1976-2016). Task: Predict the product of the given reaction. (1) Given the reactants [NH2:1][C:2]1[N:3]=[C:4]([NH:17][CH:18]2[CH2:23][CH2:22][N:21]([S:24]([CH2:27][CH2:28][CH2:29]I)(=[O:26])=[O:25])[CH2:20][CH2:19]2)[S:5][C:6]=1[C:7]([C:9]1[C:14]([F:15])=[CH:13][CH:12]=[CH:11][C:10]=1[F:16])=[O:8].[CH3:31][N:32]([CH3:36])[CH2:33][CH2:34][SH:35], predict the reaction product. The product is: [NH2:1][C:2]1[N:3]=[C:4]([NH:17][CH:18]2[CH2:23][CH2:22][N:21]([S:24]([CH2:27][CH2:28][CH2:29][S:35][CH2:34][CH2:33][N:32]([CH3:36])[CH3:31])(=[O:26])=[O:25])[CH2:20][CH2:19]2)[S:5][C:6]=1[C:7]([C:9]1[C:14]([F:15])=[CH:13][CH:12]=[CH:11][C:10]=1[F:16])=[O:8]. (2) Given the reactants Cl.Cl.[Cl:3][C:4]1[CH:9]=[CH:8][C:7]([N:10]2[CH2:15][CH2:14][NH:13][CH2:12][CH2:11]2)=[CH:6][C:5]=1[O:16][CH2:17][CH3:18].[NH:19]1[CH:23]=[CH:22][N:21]=[C:20]1[C:24]1[C:32]2[C:27](=[N:28][CH:29]=[CH:30][CH:31]=2)[N:26]([CH2:33][C:34](O)=[O:35])[N:25]=1, predict the reaction product. The product is: [Cl:3][C:4]1[CH:9]=[CH:8][C:7]([N:10]2[CH2:11][CH2:12][N:13]([C:34](=[O:35])[CH2:33][N:26]3[C:27]4=[N:28][CH:29]=[CH:30][CH:31]=[C:32]4[C:24]([C:20]4[NH:19][CH:23]=[CH:22][N:21]=4)=[N:25]3)[CH2:14][CH2:15]2)=[CH:6][C:5]=1[O:16][CH2:17][CH3:18]. (3) The product is: [C:1]([C:3]1[CH:4]=[CH:5][C:6]2[O:10][C:9]([C:11]([C:17]3[C:25]([O:26][CH3:27])=[CH:24][C:23]([CH3:28])=[C:22]4[C:18]=3[CH:19]=[CH:20][NH:21]4)([O:16][CH2:43][C:42]([CH3:46])([CH3:45])[C:41]([OH:47])=[O:40])[C:12]([F:15])([F:13])[F:14])=[N:8][C:7]=2[CH:36]=1)#[N:2]. Given the reactants [C:1]([C:3]1[CH:4]=[CH:5][C:6]2[O:10][C:9]([C:11]([C:17]3[C:25]([O:26][CH3:27])=[CH:24][C:23]([CH3:28])=[C:22]4[C:18]=3[CH:19]=[CH:20][N:21]4C(OC(C)(C)C)=O)([OH:16])[C:12]([F:15])([F:14])[F:13])=[N:8][C:7]=2[CH:36]=1)#[N:2].[H-].[Na+].C[O:40][C:41](=[O:47])[C:42]([CH3:46])([CH3:45])[CH2:43]Br.C[Si](C)(C)[O-].[K+], predict the reaction product. (4) The product is: [Cl:19][C:4]1[CH:3]=[C:2]([C:23]#[C:22][Si:21]([CH3:38])([CH3:37])[CH3:20])[CH:7]=[C:6]([O:8][CH3:9])[C:5]=1[C:10]1[C:11](=[O:18])[CH2:12][CH2:13][CH2:14][C:15]=1[O:16][CH3:17]. Given the reactants Br[C:2]1[CH:7]=[C:6]([O:8][CH3:9])[C:5]([C:10]2[C:11](=[O:18])[CH2:12][CH2:13][CH2:14][C:15]=2[O:16][CH3:17])=[C:4]([Cl:19])[CH:3]=1.[CH3:20][Si:21]([CH3:38])([CH3:37])[C:22]#[C:23][Sn](CCCC)(CCCC)CCCC, predict the reaction product. (5) Given the reactants Br[C:2]1[CH:3]=[C:4]2[C:8](=[CH:9][CH:10]=1)[N:7]([CH:11]1[CH2:16][CH2:15][CH2:14][CH2:13][O:12]1)[N:6]=[C:5]2[C:17]1[N:22]=[C:21]([O:23][C@H:24]2[CH2:31][N:30]([C:32]([O:34][C:35]([CH3:38])([CH3:37])[CH3:36])=[O:33])[CH2:29][CH2:28][C:25]32[CH2:27][CH2:26]3)[CH:20]=[N:19][CH:18]=1.CC1(C)CC(C)OB([C:47]([C:49]([F:52])([F:51])[F:50])=[CH2:48])O1.C1(P(C2CCCCC2)C2C=CC=CC=2C2C(C(C)C)=CC(C(C)C)=CC=2C(C)C)CCCCC1.P([O-])([O-])([O-])=O.[K+].[K+].[K+], predict the reaction product. The product is: [O:12]1[CH2:13][CH2:14][CH2:15][CH2:16][CH:11]1[N:7]1[C:8]2[C:4](=[CH:3][C:2]([C:47]([C:49]([F:52])([F:51])[F:50])=[CH2:48])=[CH:10][CH:9]=2)[C:5]([C:17]2[N:22]=[C:21]([O:23][C@H:24]3[CH2:31][N:30]([C:32]([O:34][C:35]([CH3:37])([CH3:38])[CH3:36])=[O:33])[CH2:29][CH2:28][C:25]43[CH2:26][CH2:27]4)[CH:20]=[N:19][CH:18]=2)=[N:6]1. (6) Given the reactants [CH3:1][C@@H:2]1[CH2:7][CH:6]([C@H:8]([N:19]=[C:20](C2C=CC=CC=2)C2C=CC=CC=2)[C:9]([O:11][CH2:12][C:13]2[CH:18]=[CH:17][CH:16]=[CH:15][CH:14]=2)=[O:10])[CH2:5][C@@H:4]([CH3:33])[O:3]1.Cl.CCN(C(C)C)C(C)C.Cl[C:45](OC)=[O:46].C1C[O:52]CC1, predict the reaction product. The product is: [CH3:33][C@@H:4]1[CH2:5][CH:6]([C@H:8]([NH:19][C:20]([O:46][CH3:45])=[O:52])[C:9]([O:11][CH2:12][C:13]2[CH:14]=[CH:15][CH:16]=[CH:17][CH:18]=2)=[O:10])[CH2:7][C@@H:2]([CH3:1])[O:3]1. (7) Given the reactants [Cl:1][C:2]1[CH:7]=[C:6]([O:8][C:9]2[C:10](I)=[N:11][C:12]([CH3:15])=[CH:13][CH:14]=2)[CH:5]=[CH:4][N:3]=1.C([Sn](CCCC)(CCCC)[C:22]1[O:23][CH:24]=[CH:25][CH:26]=1)CCC.CO, predict the reaction product. The product is: [Cl:1][C:2]1[CH:7]=[C:6]([O:8][C:9]2[C:10]([C:22]3[O:23][CH:24]=[CH:25][CH:26]=3)=[N:11][C:12]([CH3:15])=[CH:13][CH:14]=2)[CH:5]=[CH:4][N:3]=1. (8) Given the reactants ClCCl.ClC1C=CC=C(C(OO)=[O:12])C=1.[Cl:15][C:16]1[CH:17]=[N:18][CH:19]=[C:20]([Cl:40])[C:21]=1[NH:22][C:23]([C:25]1[C:26]2[N:27]([N:33]=[C:34]([C:36]([F:39])([F:38])[F:37])[CH:35]=2)[C:28]([O:31][CH3:32])=[CH:29][CH:30]=1)=[O:24].C(=O)([O-])[O-].[K+].[K+], predict the reaction product. The product is: [Cl:15][C:16]1[CH:17]=[N:18][CH:19]=[C:20]([Cl:40])[C:21]=1[NH:22][C:23]([C:25]1[C:26]2[N:27]([N:33]=[C:34]([C:36]([F:38])([F:37])[F:39])[C:35]=2[OH:12])[C:28]([O:31][CH3:32])=[CH:29][CH:30]=1)=[O:24].